Dataset: Full USPTO retrosynthesis dataset with 1.9M reactions from patents (1976-2016). Task: Predict the reactants needed to synthesize the given product. (1) Given the product [CH3:19][O:20][C:21](=[O:33])[CH2:22][C@H:23]1[C:27]2[CH:28]=[CH:29][C:30]([O:18][C@H:13]3[C:14]4[C:10](=[C:9]([C:3]5[C:4]([CH3:8])=[CH:5][CH:6]=[CH:7][C:2]=5[CH3:1])[CH:17]=[CH:16][CH:15]=4)[CH2:11][CH2:12]3)=[CH:31][C:26]=2[O:25][CH2:24]1, predict the reactants needed to synthesize it. The reactants are: [CH3:1][C:2]1[CH:7]=[CH:6][CH:5]=[C:4]([CH3:8])[C:3]=1[C:9]1[CH:17]=[CH:16][CH:15]=[C:14]2[C:10]=1[CH2:11][CH2:12][C@@H:13]2[OH:18].[CH3:19][O:20][C:21](=[O:33])[CH2:22][C@H:23]1[C:27]2[CH:28]=[CH:29][C:30](O)=[CH:31][C:26]=2[O:25][CH2:24]1. (2) Given the product [ClH:40].[ClH:42].[NH2:7][CH2:8][CH2:9][N:10]1[C:18]2[C:17]([NH:19][C:20]3[CH:25]=[CH:24][C:23]([O:26][C:27]4[CH:32]=[CH:31][CH:30]=[C:29]([O:33][C:34]5[CH:39]=[CH:38][CH:37]=[CH:36][CH:35]=5)[CH:28]=4)=[C:22]([Cl:40])[CH:21]=3)=[N:16][CH:15]=[N:14][C:13]=2[CH:12]=[CH:11]1, predict the reactants needed to synthesize it. The reactants are: C(OC(=O)[NH:7][CH2:8][CH2:9][N:10]1[C:18]2[C:17]([NH:19][C:20]3[CH:25]=[CH:24][C:23]([O:26][C:27]4[CH:32]=[CH:31][CH:30]=[C:29]([O:33][C:34]5[CH:39]=[CH:38][CH:37]=[CH:36][CH:35]=5)[CH:28]=4)=[C:22]([Cl:40])[CH:21]=3)=[N:16][CH:15]=[N:14][C:13]=2[CH:12]=[CH:11]1)(C)(C)C.[ClH:42]. (3) Given the product [ClH:13].[Cl:13][C:5]1[CH:4]=[C:3]([F:14])[C:2]([NH:1][NH2:15])=[CH:12][C:6]=1[C:7]([O:9][CH2:10][CH3:11])=[O:8], predict the reactants needed to synthesize it. The reactants are: [NH2:1][C:2]1[C:3]([F:14])=[CH:4][C:5]([Cl:13])=[C:6]([CH:12]=1)[C:7]([O:9][CH2:10][CH3:11])=[O:8].[N:15]([O-])=O.[Na+].[Sn](Cl)Cl.